From a dataset of Reaction yield outcomes from USPTO patents with 853,638 reactions. Predict the reaction yield, written as a fraction of the theoretical maximum amount of product (1.0 means a 100% yield; for example, 0.34 means a 34% yield). (1) The catalyst is C1COCC1. The reactants are ClC1C=C(SC2[C:18]3[C:13](=[CH:14][C:15]([CH3:19])=[CH:16][CH:17]=3)NC=2CCC(N)=O)C=C(Cl)C=1.[Cl:25][C:26]1[CH:31]=[CH:30][C:29]([S:32][C:33]2[C:41]3[C:36](=[CH:37][CH:38]=[CH:39][C:40]=3[CH3:42])[NH:35][C:34]=2[C:43]([OH:45])=[O:44])=[CH:28][CH:27]=1.C(Cl)(=O)C(Cl)=O.C(O)C1C=CC=CC=1.N1C=CC=CC=1. The yield is 0.200. The product is [Cl:25][C:26]1[CH:27]=[CH:28][C:29]([S:32][C:33]2[C:41]3[C:36](=[CH:37][CH:38]=[CH:39][C:40]=3[CH3:42])[NH:35][C:34]=2[C:43]([O:45][CH2:19][C:15]2[CH:16]=[CH:17][CH:18]=[CH:13][CH:14]=2)=[O:44])=[CH:30][CH:31]=1. (2) The reactants are [C:1]([O:5][C:6]([C:8]1[CH:13]=[CH:12][C:11]([C:14]2[C:15]([C:29]([O:31][CH2:32][CH3:33])=[O:30])=[N:16][N:17]([C:23]3[CH:28]=[CH:27][CH:26]=[CH:25][CH:24]=3)[C:18]=2[CH2:19][CH2:20][CH2:21][CH3:22])=[C:10]([C:34]([N:36]2[CH2:45][CH2:44][C:43]3[C:38](=[CH:39][CH:40]=[CH:41][CH:42]=3)[CH2:37]2)=[O:35])[CH:9]=1)=[O:7])([CH3:4])([CH3:3])[CH3:2].[Cl:46][C:47]1[CH:48]=[C:49]([CH:65]=[CH:66][CH:67]=1)[O:50]C1C=CC(N/N=C/C(OCC)=O)=CC=1.[N+](C(CCCC)=CC1C=CC(C(OC(C)(C)C)=O)=CC=1C(N1CCC2C(=CC=CC=2)C1)=O)([O-])=O. No catalyst specified. The product is [C:1]([O:5][C:6]([C:8]1[CH:13]=[CH:12][C:11]([C:14]2[C:15]([C:29]([O:31][CH2:32][CH3:33])=[O:30])=[N:16][N:17]([C:23]3[CH:28]=[CH:27][C:26]([O:50][C:49]4[CH:65]=[CH:66][CH:67]=[C:47]([Cl:46])[CH:48]=4)=[CH:25][CH:24]=3)[C:18]=2[CH2:19][CH2:20][CH2:21][CH3:22])=[C:10]([C:34]([N:36]2[CH2:45][CH2:44][C:43]3[C:38](=[CH:39][CH:40]=[CH:41][CH:42]=3)[CH2:37]2)=[O:35])[CH:9]=1)=[O:7])([CH3:3])([CH3:4])[CH3:2]. The yield is 0.450. (3) The reactants are [F-].C([N+](CCCC)(CCCC)CCCC)CCC.O1CCCC1.[Si]([O:31][CH2:32][C@@H:33]1[N:40]([C:41](=[O:77])[C@@H:42]2[CH2:46][C@@H:45]([F:47])[CH2:44][N:43]2[C:48]([C:50]2[S:54][C:53]3=[N:55][C@:56]([C:67]4[CH:68]=[N:69][C:70]([Cl:73])=[CH:71][CH:72]=4)([CH3:66])[C@@H:57]([C:58]4[CH:63]=[CH:62][C:61]([Cl:64])=[C:60]([F:65])[CH:59]=4)[N:52]3[C:51]=2[CH:74]([CH3:76])[CH3:75])=[O:49])[CH2:39][C:36]2([CH2:38][CH2:37]2)[N:35](C(=O)C(F)(F)F)[CH2:34]1)(C(C)(C)C)(C)C. The catalyst is C(OCC)(=O)C. The product is [Cl:64][C:61]1[CH:62]=[CH:63][C:58]([C@H:57]2[N:52]3[C:53]([S:54][C:50]([C:48]([N:43]4[CH2:44][C@H:45]([F:47])[CH2:46][C@H:42]4[C:41]([N:40]4[CH2:39][C:36]5([CH2:37][CH2:38]5)[NH:35][CH2:34][C@@H:33]4[CH2:32][OH:31])=[O:77])=[O:49])=[C:51]3[CH:74]([CH3:75])[CH3:76])=[N:55][C@:56]2([C:67]2[CH:68]=[N:69][C:70]([Cl:73])=[CH:71][CH:72]=2)[CH3:66])=[CH:59][C:60]=1[F:65]. The yield is 0.520.